Predict which catalyst facilitates the given reaction. From a dataset of Catalyst prediction with 721,799 reactions and 888 catalyst types from USPTO. (1) Reactant: [CH3:1][O:2][C:3](=[O:45])[NH:4][C@@H:5]1[CH2:10][CH2:9][N:8]([C:11]2[CH:16]=[C:15]([C:17]#[N:18])[CH:14]=[C:13]([NH:19][C:20]3[N:25]=[C:24]([N:26](CC)[CH2:27][C:28]4C=CC(OC)=CC=4)[C:23]4=[N:38][CH:39]=[C:40]([C:41]#[N:42])[N:22]4[N:21]=3)[C:12]=2[F:43])[CH2:7][C@H:6]1[OH:44].C1(OC)C=CC=CC=1.C(O)(C(F)(F)F)=O. Product: [CH3:1][O:2][C:3](=[O:45])[NH:4][C@@H:5]1[CH2:10][CH2:9][N:8]([C:11]2[CH:16]=[C:15]([C:17]#[N:18])[CH:14]=[C:13]([NH:19][C:20]3[N:25]=[C:24]([NH:26][CH2:27][CH3:28])[C:23]4=[N:38][CH:39]=[C:40]([C:41]#[N:42])[N:22]4[N:21]=3)[C:12]=2[F:43])[CH2:7][C@H:6]1[OH:44]. The catalyst class is: 26. (2) Reactant: [C:1]([O:5][C:6]([N:8]1[C:16]2[C:11](=[CH:12][C:13]([CH:17]3[C:22]([C:23]#[N:24])=[C:21]([CH3:25])[NH:20][C:19]([CH3:26])=[C:18]3[C:27]#[N:28])=[CH:14][CH:15]=2)[C:10]([CH3:29])=[N:9]1)=[O:7])([CH3:4])([CH3:3])[CH3:2].[H-].[Na+].[CH3:32]I. Product: [C:1]([O:5][C:6]([N:8]1[C:16]2[C:11](=[CH:12][C:13]([CH:17]3[C:22]([C:23]#[N:24])=[C:21]([CH3:25])[N:20]([CH3:32])[C:19]([CH3:26])=[C:18]3[C:27]#[N:28])=[CH:14][CH:15]=2)[C:10]([CH3:29])=[N:9]1)=[O:7])([CH3:4])([CH3:3])[CH3:2]. The catalyst class is: 9. (3) Reactant: [CH2:1]([C:4]1[C:8]([CH2:9][CH2:10][CH2:11][CH2:12][OH:13])=[CH:7][N:6]([C:14]2[CH:19]=[CH:18][C:17]([C:20]([F:23])([F:22])[F:21])=[CH:16][N:15]=2)[N:5]=1)[CH2:2][CH3:3].O[C:25]1[CH:30]=[CH:29][C:28]([CH2:31][C:32]([O:34]C)=[O:33])=[CH:27][CH:26]=1.C(P(CCCC)CCCC)CCC.N(C(N1CCCCC1)=O)=NC(N1CCCCC1)=O. Product: [CH2:1]([C:4]1[C:8]([CH2:9][CH2:10][CH2:11][CH2:12][O:13][C:25]2[CH:30]=[CH:29][C:28]([CH2:31][C:32]([OH:34])=[O:33])=[CH:27][CH:26]=2)=[CH:7][N:6]([C:14]2[CH:19]=[CH:18][C:17]([C:20]([F:22])([F:21])[F:23])=[CH:16][N:15]=2)[N:5]=1)[CH2:2][CH3:3]. The catalyst class is: 7. (4) Reactant: F[C:2]1[CH:9]=[C:8](B2OC(C)(C)C(C)(C)O2)[CH:7]=[CH:6][C:3]=1[C:4]#[N:5].Cl[C:20]1[CH:25]=[C:24]([S:26][CH3:27])[N:23]=[C:22]([NH2:28])[N:21]=1.C([O-])(O)=O.[Na+].O.[NH2:35][NH2:36]. Product: [NH2:28][C:22]1[N:21]=[C:20]([C:8]2[CH:9]=[C:2]3[C:3]([C:4]([NH2:5])=[N:35][NH:36]3)=[CH:6][CH:7]=2)[CH:25]=[C:24]([S:26][CH3:27])[N:23]=1. The catalyst class is: 203.